Task: Predict which catalyst facilitates the given reaction.. Dataset: Catalyst prediction with 721,799 reactions and 888 catalyst types from USPTO (1) Reactant: [NH2:1][C:2]1[CH:7]=[CH:6][N:5]=[C:4]([Cl:8])[CH:3]=1.C1C(=O)N([Br:16])C(=O)C1. Product: [NH2:1][C:2]1[CH:7]=[CH:6][N:5]=[C:4]([Cl:8])[C:3]=1[Br:16]. The catalyst class is: 15. (2) Reactant: [CH2:1]([C:5]1[N:6]([CH2:33][C:34]2[CH:39]=[CH:38][C:37]([C:40]3[CH:45]=[CH:44][CH:43]=[CH:42][C:41]=3[C:46]3[N:50](C(C4C=CC=CC=4)(C4C=CC=CC=4)C4C=CC=CC=4)[N:49]=[N:48][N:47]=3)=[CH:36][CH:35]=2)[C:7]([C:11]([O:13][CH2:14][O:15][P:16]([O:31][CH3:32])([O:18][C@H:19]2[CH2:23][O:22][C@@H:21]3[C@H:24]([O:27][N+:28]([O-:30])=[O:29])[CH2:25][O:26][C@H:20]23)=[O:17])=[O:12])=[C:8]([Cl:10])[N:9]=1)[CH2:2][CH2:3][CH3:4]. Product: [CH2:1]([C:5]1[N:6]([CH2:33][C:34]2[CH:39]=[CH:38][C:37]([C:40]3[CH:45]=[CH:44][CH:43]=[CH:42][C:41]=3[C:46]3[NH:50][N:49]=[N:48][N:47]=3)=[CH:36][CH:35]=2)[C:7]([C:11]([O:13][CH2:14][O:15][P:16]([O:31][CH3:32])([O:18][C@H:19]2[CH2:23][O:22][C@@H:21]3[C@H:24]([O:27][N+:28]([O-:30])=[O:29])[CH2:25][O:26][C@H:20]23)=[O:17])=[O:12])=[C:8]([Cl:10])[N:9]=1)[CH2:2][CH2:3][CH3:4]. The catalyst class is: 5. (3) The catalyst class is: 261. Product: [CH3:30][C:25]1([CH3:29])[CH2:24][C:23]2([CH2:31][CH2:32][CH2:33][N:21]([CH:18]3[CH2:19][CH2:20][N:15]([C:13]([C:12]4[N:8]=[C:9]([C:40]5[CH:41]=[CH:42][CH:43]=[CH:44][CH:45]=5)[NH:10][C:11]=4[NH:34][C:35]([NH:37][CH2:38][CH3:39])=[O:36])=[O:14])[CH2:16][CH2:17]3)[CH2:22]2)[C:27](=[O:28])[O:26]1. Reactant: C([N:8]1[C:12]([C:13]([N:15]2[CH2:20][CH2:19][CH:18]([N:21]3[CH2:33][CH2:32][CH2:31][C:23]4([C:27](=[O:28])[O:26][C:25]([CH3:30])([CH3:29])[CH2:24]4)[CH2:22]3)[CH2:17][CH2:16]2)=[O:14])=[C:11]([NH:34][C:35]([NH:37][CH2:38][CH3:39])=[O:36])[N:10]=[C:9]1[C:40]1[CH:45]=[CH:44][CH:43]=[CH:42][CH:41]=1)C1C=CC=CC=1. (4) Reactant: [C:1]([O:5][C:6]([N:8]1[CH2:13][CH2:12][CH2:11][C:10]([NH2:18])([CH:14]([CH3:17])[CH2:15]O)[CH2:9]1)=[O:7])([CH3:4])([CH3:3])[CH3:2].C1(P(C2C=CC=CC=2)C2C=CC=CC=2)C=CC=CC=1.C(Br)(Br)(Br)Br.Cl[C:44]([O:46][CH2:47][C:48]1[CH:53]=[CH:52][CH:51]=[CH:50][CH:49]=1)=[O:45].C(=O)(O)[O-].[Na+]. Product: [C:1]([O:5][C:6]([N:8]1[CH2:13][CH2:12][CH2:11][C:10]2([N:18]([C:44]([O:46][CH2:47][C:48]3[CH:53]=[CH:52][CH:51]=[CH:50][CH:49]=3)=[O:45])[CH2:15][CH:14]2[CH3:17])[CH2:9]1)=[O:7])([CH3:4])([CH3:3])[CH3:2]. The catalyst class is: 236. (5) Reactant: [CH:1]1([N:6]2[C:15]3[N:14]=[C:13]([NH:16][C:17]4[CH:18]=[CH:19][C:20]([C:28]([O:30]C)=[O:29])=[C:21]5[C:25]=4[O:24][C:23]([CH3:27])([CH3:26])[CH2:22]5)[N:12]=[CH:11][C:10]=3[N:9]([CH3:32])[C:8](=[O:33])[C@H:7]2[CH2:34][CH3:35])[CH2:5][CH2:4][CH2:3][CH2:2]1.[OH-].[Li+].O.Cl. Product: [CH:1]1([N:6]2[C:15]3[N:14]=[C:13]([NH:16][C:17]4[CH:18]=[CH:19][C:20]([C:28]([OH:30])=[O:29])=[C:21]5[C:25]=4[O:24][C:23]([CH3:27])([CH3:26])[CH2:22]5)[N:12]=[CH:11][C:10]=3[N:9]([CH3:32])[C:8](=[O:33])[C@H:7]2[CH2:34][CH3:35])[CH2:2][CH2:3][CH2:4][CH2:5]1. The catalyst class is: 5. (6) Reactant: [CH:1]([C:3]1[NH:4][C:5]2[CH2:6][CH2:7][CH2:8][CH2:9][C:10]=2[C:11]=1[CH:12]([CH3:16])C(O)=O)=O.[Br:17][C:18]1[C:19]([CH3:28])=[C:20]2[C:24](=[CH:25][CH:26]=1)[NH:23][C:22](=[O:27])[CH2:21]2.N1CCCCC1.[C:35]([OH:38])(=[O:37])C. Product: [Br:17][C:18]1[C:19]([CH3:28])=[C:20]2[C:24](=[CH:25][CH:26]=1)[NH:23][C:22](=[O:27])[C:21]2=[CH:1][C:3]1[NH:4][C:5]2[CH2:6][CH2:7][CH2:8][CH2:9][C:10]=2[C:11]=1[CH2:12][CH2:16][C:35]([OH:38])=[O:37]. The catalyst class is: 8.